Dataset: Forward reaction prediction with 1.9M reactions from USPTO patents (1976-2016). Task: Predict the product of the given reaction. Given the reactants [C:1]([C:4]1[CH:23]=[CH:22][C:7]([NH:8][C:9]2[CH:14]=[CH:13][CH:12]=[C:11]([C:15]3[CH2:20][N:19]([CH3:21])[CH2:18][CH2:17][CH:16]=3)[CH:10]=2)=[C:6]([N+:24]([O-])=O)[CH:5]=1)(=[O:3])[CH3:2].O.O.O.O.O.O.O.O.O.[S-2].[Na+].[Na+].[Cl-].[NH4+].[CH3:41]O, predict the reaction product. The product is: [C:1]([C:4]1[CH:23]=[CH:22][C:7]2[N:8]([C:9]3[CH:14]=[CH:13][CH:12]=[C:11]([C:15]4[CH2:20][N:19]([CH3:21])[CH2:18][CH2:17][CH:16]=4)[CH:10]=3)[CH:41]=[N:24][C:6]=2[CH:5]=1)(=[O:3])[CH3:2].